This data is from Full USPTO retrosynthesis dataset with 1.9M reactions from patents (1976-2016). The task is: Predict the reactants needed to synthesize the given product. (1) Given the product [N:1]1[C:9]2[C:4](=[N:5][CH:6]=[CH:7][CH:8]=2)[N:3]([CH2:18][C:19]2[CH:20]=[CH:21][C:22]([C:23]([NH:25][C:26]3[CH:31]=[CH:30][CH:29]=[CH:28][N:27]=3)=[O:24])=[CH:32][CH:33]=2)[CH:2]=1, predict the reactants needed to synthesize it. The reactants are: [N:1]1[C:9]2[C:4](=[N:5][CH:6]=[CH:7][CH:8]=2)[NH:3][CH:2]=1.O1C=NN=C1C1C=CC=CC=1O[CH2:18][C:19]1[CH:33]=[CH:32][C:22]([C:23]([NH:25][C:26]2[CH:31]=[CH:30][CH:29]=[CH:28][N:27]=2)=[O:24])=[CH:21][CH:20]=1. (2) Given the product [F:28][C:27]([F:30])([F:29])[C:25]([OH:31])=[O:26].[CH3:24][O:23][C:21](=[O:22])[NH:20][CH:18]([C:13]1[CH:14]=[C:15]2[C:10](=[CH:11][CH:12]=1)[CH2:9][NH:8][CH2:17][CH2:16]2)[CH3:19], predict the reactants needed to synthesize it. The reactants are: C(OC([N:8]1[CH2:17][CH2:16][C:15]2[C:10](=[CH:11][CH:12]=[C:13]([CH:18]([NH:20][C:21]([O:23][CH3:24])=[O:22])[CH3:19])[CH:14]=2)[CH2:9]1)=O)(C)(C)C.[C:25]([OH:31])([C:27]([F:30])([F:29])[F:28])=[O:26].